This data is from Forward reaction prediction with 1.9M reactions from USPTO patents (1976-2016). The task is: Predict the product of the given reaction. Given the reactants [F:1][C:2]1[CH:7]=[CH:6][C:5]([CH3:8])=[CH:4][C:3]=1[CH2:9][CH2:10][CH2:11][O:12]C1CCCCO1.O.C1(C)C=CC(S(O)(=O)=O)=CC=1.C(=O)([O-])O.[Na+], predict the reaction product. The product is: [F:1][C:2]1[CH:7]=[CH:6][C:5]([CH3:8])=[CH:4][C:3]=1[CH2:9][CH2:10][CH2:11][OH:12].